This data is from Forward reaction prediction with 1.9M reactions from USPTO patents (1976-2016). The task is: Predict the product of the given reaction. (1) The product is: [CH3:18][C:13]1([C:11]([C:10]2[C:4]3[C:5](=[N:6][CH:7]=[C:2]([C:23]4[CH:24]=[C:25]([O:29][CH3:30])[C:26]([O:27][CH3:28])=[C:21]([O:20][CH3:19])[CH:22]=4)[N:3]=3)[NH:8][CH:9]=2)=[O:12])[CH2:17][CH2:16][CH2:15][CH2:14]1. Given the reactants Br[C:2]1[N:3]=[C:4]2[C:10]([C:11]([C:13]3([CH3:18])[CH2:17][CH2:16][CH2:15][CH2:14]3)=[O:12])=[CH:9][NH:8][C:5]2=[N:6][CH:7]=1.[CH3:19][O:20][C:21]1[CH:22]=[C:23](B(O)O)[CH:24]=[C:25]([O:29][CH3:30])[C:26]=1[O:27][CH3:28], predict the reaction product. (2) Given the reactants [NH2:1][C:2]1[C:11]2[C:6](=[CH:7][CH:8]=[CH:9][C:10]=2[O:12][CH2:13][C@@H:14]([NH2:16])[CH3:15])[N:5]=[C:4]([CH3:17])[C:3]=1[C:18]([O:20][CH2:21][CH3:22])=[O:19].[CH:23]1([C:29](O)=[O:30])[CH2:28][CH2:27][CH2:26][CH2:25][CH2:24]1, predict the reaction product. The product is: [NH2:1][C:2]1[C:11]2[C:6](=[CH:7][CH:8]=[CH:9][C:10]=2[O:12][CH2:13][C@@H:14]([NH:16][C:29]([CH:23]2[CH2:28][CH2:27][CH2:26][CH2:25][CH2:24]2)=[O:30])[CH3:15])[N:5]=[C:4]([CH3:17])[C:3]=1[C:18]([O:20][CH2:21][CH3:22])=[O:19]. (3) Given the reactants [N:1]1[CH:2]=[N:3][N:4]2[CH:9]=[C:8]([C:10]3[CH:19]=[C:18]4[C:13]([CH:14]([C:20]5[CH:25]=[CH:24][C:23]([Cl:26])=[C:22]([Cl:27])[CH:21]=5)[CH2:15][NH:16][CH2:17]4)=[CH:12][CH:11]=3)[CH:7]=[CH:6][C:5]=12.[C:28](O[C:28]([O:30][C:31]([CH3:34])([CH3:33])[CH3:32])=[O:29])([O:30][C:31]([CH3:34])([CH3:33])[CH3:32])=[O:29].CCOC(C)=O.CO, predict the reaction product. The product is: [N:1]1[CH:2]=[N:3][N:4]2[CH:9]=[C:8]([C:10]3[CH:19]=[C:18]4[C:13]([CH:14]([C:20]5[CH:25]=[CH:24][C:23]([Cl:26])=[C:22]([Cl:27])[CH:21]=5)[CH2:15][N:16]([C:28]([O:30][C:31]([CH3:34])([CH3:33])[CH3:32])=[O:29])[CH2:17]4)=[CH:12][CH:11]=3)[CH:7]=[CH:6][C:5]=12. (4) Given the reactants F[C:2]1[CH:3]=[C:4]([C:11]2[CH:16]=[CH:15][C:14]([C:17]([F:20])([F:19])[F:18])=[CH:13][CH:12]=2)[CH:5]=[CH:6][C:7]=1[N+:8]([O-:10])=[O:9].[SH:21][CH2:22][CH2:23][C:24]([O:26][CH3:27])=[O:25].C(=O)([O-])[O-].[K+].[K+], predict the reaction product. The product is: [N+:8]([C:7]1[CH:6]=[CH:5][C:4]([C:11]2[CH:16]=[CH:15][C:14]([C:17]([F:20])([F:19])[F:18])=[CH:13][CH:12]=2)=[CH:3][C:2]=1[S:21][CH2:22][CH2:23][C:24]([O:26][CH3:27])=[O:25])([O-:10])=[O:9]. (5) The product is: [F:31][C:32]1[CH:25]=[C:24]([F:29])[CH:22]=[CH:21][C:33]=1[O:35][C:2]1[CH:23]=[C:22]([C:24]([F:29])([F:30])[C:25]([F:27])([F:28])[F:26])[CH:21]=[CH:20][C:3]=1[C:4]([NH:6][C:7]1[CH:19]=[CH:18][C:10]([C:11]([OH:13])=[O:12])=[CH:9][CH:8]=1)=[O:5]. Given the reactants F[C:2]1[CH:23]=[C:22]([C:24]([F:30])([F:29])[C:25]([F:28])([F:27])[F:26])[CH:21]=[CH:20][C:3]=1[C:4]([NH:6][C:7]1[CH:19]=[CH:18][C:10]([C:11]([O:13]C(C)(C)C)=[O:12])=[CH:9][CH:8]=1)=[O:5].[F:31][C:32](F)(F)[C:33]([OH:35])=O, predict the reaction product. (6) Given the reactants [C:1]1([CH2:7][O:8][C:9]2[C:18]3[C:13](=[CH:14][CH:15]=[CH:16][CH:17]=3)[C:12]([O:19][CH2:20][C:21]3[CH:26]=[CH:25][CH:24]=[CH:23][CH:22]=3)=[C:11]([C:27]([O:29]CC)=[O:28])[C:10]=2[C:32]([O:34]CC)=[O:33])[CH:6]=[CH:5][CH:4]=[CH:3][CH:2]=1.[OH-].[Na+], predict the reaction product. The product is: [C:1]1([CH2:7][O:8][C:9]2[C:18]3[C:13](=[CH:14][CH:15]=[CH:16][CH:17]=3)[C:12]([O:19][CH2:20][C:21]3[CH:26]=[CH:25][CH:24]=[CH:23][CH:22]=3)=[C:11]([C:27]([OH:29])=[O:28])[C:10]=2[C:32]([OH:34])=[O:33])[CH:2]=[CH:3][CH:4]=[CH:5][CH:6]=1.